From a dataset of Catalyst prediction with 721,799 reactions and 888 catalyst types from USPTO. Predict which catalyst facilitates the given reaction. (1) Reactant: [CH3:1][C:2]1[CH:3]=[CH:4][C:5]([N:10]2[CH:14]=[C:13]([CH3:15])[N:12]=[CH:11]2)=[C:6]([CH:9]=1)[C:7]#[N:8].[CH3:16][N+:17]([CH3:19])=[CH2:18].[I-]. Product: [CH3:16][N:17]([CH2:19][C:14]1[N:10]([C:5]2[CH:4]=[CH:3][C:2]([CH3:1])=[CH:9][C:6]=2[C:7]#[N:8])[CH:11]=[N:12][C:13]=1[CH3:15])[CH3:18]. The catalyst class is: 3. (2) Reactant: CCN(C(C)C)C(C)C.[NH2:10][C:11]1([C:14]2[C:15](=[O:25])[NH:16][C:17]3[C:22]([CH:23]=2)=[CH:21][C:20]([Cl:24])=[CH:19][CH:18]=3)[CH2:13][CH2:12]1.Cl[C:27]1[N:32]=[C:31]([O:33][CH3:34])[C:30]([C:35]#[N:36])=[CH:29][N:28]=1. Product: [Cl:24][C:20]1[CH:21]=[C:22]2[C:17](=[CH:18][CH:19]=1)[NH:16][C:15](=[O:25])[C:14]([C:11]1([NH:10][C:27]3[N:32]=[C:31]([O:33][CH3:34])[C:30]([C:35]#[N:36])=[CH:29][N:28]=3)[CH2:13][CH2:12]1)=[CH:23]2. The catalyst class is: 197. (3) Reactant: [CH:1]1([C:4]([N:6]2[CH2:10][CH2:9][C@@H:8]([CH2:11][N:12]3[C:16]4[CH:17]=[CH:18][C:19]([C:21]([F:24])([F:23])[F:22])=[CH:20][C:15]=4[N:14]=[C:13]3[C:25]3[CH:30]=[CH:29][C:28](B4OC(C)(C)C(C)(C)O4)=[CH:27][CH:26]=3)[CH2:7]2)=[O:5])[CH2:3][CH2:2]1.Cl[C:41]1[N:46]=[C:45]2[NH:47][N:48]=[CH:49][C:44]2=[CH:43][CH:42]=1.C(=O)([O-])[O-].[K+].[K+]. Product: [CH:1]1([C:4]([N:6]2[CH2:10][CH2:9][C@@H:8]([CH2:11][N:12]3[C:16]4[CH:17]=[CH:18][C:19]([C:21]([F:24])([F:23])[F:22])=[CH:20][C:15]=4[N:14]=[C:13]3[C:25]3[CH:30]=[CH:29][C:28]([C:41]4[N:46]=[C:45]5[NH:47][N:48]=[CH:49][C:44]5=[CH:43][CH:42]=4)=[CH:27][CH:26]=3)[CH2:7]2)=[O:5])[CH2:3][CH2:2]1. The catalyst class is: 368.